Dataset: Full USPTO retrosynthesis dataset with 1.9M reactions from patents (1976-2016). Task: Predict the reactants needed to synthesize the given product. Given the product [CH3:3][O:4][C:5]([C:7]1[N:8]([CH:18]([C:17]([O:16][C:12]([CH3:15])([CH3:14])[CH3:13])=[O:21])[CH3:19])[CH:9]=[CH:10][CH:11]=1)=[O:6], predict the reactants needed to synthesize it. The reactants are: [H-].[Na+].[CH3:3][O:4][C:5]([C:7]1[NH:8][CH:9]=[CH:10][CH:11]=1)=[O:6].[C:12]([O:16][C:17](=[O:21])[CH:18](Br)[CH3:19])([CH3:15])([CH3:14])[CH3:13].Cl.